This data is from Forward reaction prediction with 1.9M reactions from USPTO patents (1976-2016). The task is: Predict the product of the given reaction. Given the reactants [Si:1]([O:8][CH2:9][CH2:10][C:11]1[CH:18]=[CH:17][C:14]([CH:15]=O)=[CH:13][CH:12]=1)([C:4]([CH3:7])([CH3:6])[CH3:5])([CH3:3])[CH3:2].[N:19]1([C:25]([O:27][C:28]([CH3:31])([CH3:30])[CH3:29])=[O:26])[CH2:24][CH2:23][NH:22][CH2:21][CH2:20]1.[BH-](OC(C)=O)(OC(C)=O)OC(C)=O.[Na+].C([O-])(O)=O.[Na+], predict the reaction product. The product is: [Si:1]([O:8][CH2:9][CH2:10][C:11]1[CH:18]=[CH:17][C:14]([CH2:15][N:22]2[CH2:21][CH2:20][N:19]([C:25]([O:27][C:28]([CH3:31])([CH3:30])[CH3:29])=[O:26])[CH2:24][CH2:23]2)=[CH:13][CH:12]=1)([C:4]([CH3:7])([CH3:6])[CH3:5])([CH3:3])[CH3:2].